This data is from Full USPTO retrosynthesis dataset with 1.9M reactions from patents (1976-2016). The task is: Predict the reactants needed to synthesize the given product. (1) Given the product [OH:4][C:5]1[CH:10]=[C:9]([O:11][C:12]2[CH:17]=[CH:16][C:15]([O:18][CH3:19])=[CH:14][CH:13]=2)[CH:8]=[CH:7][C:6]=1[NH:20][S:21]([C:24]1[CH:25]=[CH:26][C:27]([CH3:30])=[CH:28][CH:29]=1)(=[O:23])=[O:22], predict the reactants needed to synthesize it. The reactants are: COC[O:4][C:5]1[CH:10]=[C:9]([O:11][C:12]2[CH:17]=[CH:16][C:15]([O:18][CH3:19])=[CH:14][CH:13]=2)[CH:8]=[CH:7][C:6]=1[NH:20][S:21]([C:24]1[CH:29]=[CH:28][C:27]([CH3:30])=[CH:26][CH:25]=1)(=[O:23])=[O:22].Cl. (2) Given the product [F:1][C:2]1[C:7]([C:13]2[CH:14]=[C:15]3[C:19](=[CH:20][CH:21]=2)[CH2:18][C@H:17]([NH:22][S:23]([CH:26]([CH3:28])[CH3:27])(=[O:24])=[O:25])[CH2:16]3)=[CH:6][CH:5]=[C:4]([F:11])[N:3]=1, predict the reactants needed to synthesize it. The reactants are: [F:1][C:2]1[C:7](B(O)O)=[CH:6][CH:5]=[C:4]([F:11])[N:3]=1.Br[C:13]1[CH:14]=[C:15]2[C:19](=[CH:20][CH:21]=1)[CH2:18][C@H:17]([NH:22][S:23]([CH:26]([CH3:28])[CH3:27])(=[O:25])=[O:24])[CH2:16]2.C([O-])([O-])=O.[Na+].[Na+]. (3) Given the product [CH3:19][O:20][C:21]1[CH:22]=[C:23]([NH:24][C:5]2[NH:6][C:7]([C:9]3[CH:14]=[CH:13][N:12]=[CH:11][CH:10]=3)=[CH:8][C:3](=[O:2])[N:4]=2)[CH:25]=[CH:26][CH:27]=1, predict the reactants needed to synthesize it. The reactants are: C[O:2][C:3]1[CH:8]=[C:7]([C:9]2[CH:14]=[CH:13][N:12]=[CH:11][CH:10]=2)[N:6]=[C:5](S(C)(=O)=O)[N:4]=1.[CH3:19][O:20][C:21]1[CH:22]=[C:23]([CH:25]=[CH:26][CH:27]=1)[NH2:24]. (4) Given the product [F:1][C:2]1[CH:3]=[CH:4][C:5]([C:8]2[C:30](=[O:31])[N:29]([CH3:32])[C:11]3[N:12]([CH3:28])[C:13]4[C:18]([C:10]=3[CH:9]=2)=[CH:17][C:16]([C:19]2[N:41]([CH2:39][CH3:40])[N:42]=[C:21]([CH2:22][O:23][CH2:24][CH3:25])[CH:20]=2)=[CH:15][CH:14]=4)=[CH:6][CH:7]=1, predict the reactants needed to synthesize it. The reactants are: [F:1][C:2]1[CH:7]=[CH:6][C:5]([C:8]2[C:30](=[O:31])[N:29]([CH3:32])[C:11]3[N:12]([CH3:28])[C:13]4[C:18]([C:10]=3[CH:9]=2)=[CH:17][C:16]([C:19](=O)[CH2:20][C:21](=O)[CH2:22][O:23][CH2:24][CH3:25])=[CH:15][CH:14]=4)=[CH:4][CH:3]=1.C(O)(=O)C(O)=O.[CH2:39]([NH:41][NH2:42])[CH3:40]. (5) Given the product [CH3:49][O:50][C:51]1[CH:56]=[C:55]([O:57][CH3:58])[CH:54]=[CH:53][C:52]=1[C:59]1[CH:64]=[CH:63][CH:62]=[C:61]([NH:65][C:22]([C:17]2[C:18](=[O:21])[O:19][C:20]3[C:15]([CH:16]=2)=[CH:14][CH:13]=[CH:12][C:11]=3[OH:10])=[O:24])[CH:60]=1, predict the reactants needed to synthesize it. The reactants are: CCN(C(C)C)C(C)C.[OH:10][C:11]1[CH:12]=[CH:13][CH:14]=[C:15]2[C:20]=1[O:19][C:18](=[O:21])[C:17]([C:22]([OH:24])=O)=[CH:16]2.CN(C(ON1N=NC2C=CC=NC1=2)=[N+](C)C)C.F[P-](F)(F)(F)(F)F.[CH3:49][O:50][C:51]1[CH:56]=[C:55]([O:57][CH3:58])[CH:54]=[CH:53][C:52]=1[C:59]1[CH:64]=[CH:63][CH:62]=[C:61]([NH2:65])[CH:60]=1. (6) Given the product [Cl:47][C:2]([Cl:48])([Cl:1])[C:3]([O:6][C:7]([N:9]1[C@H:14]2[C:15]([C:35]([O:37][CH2:38][CH3:39])=[O:36])=[C:16]([C:18]3[CH:19]=[CH:20][C:21]([O:24][CH2:25][CH2:26][OH:27])=[CH:22][CH:23]=3)[CH2:17][C@@H:10]1[CH2:11][N:12]([C:40](=[O:42])[CH3:51])[CH2:13]2)=[O:8])([CH3:4])[CH3:5], predict the reactants needed to synthesize it. The reactants are: [Cl:1][C:2]([Cl:48])([Cl:47])[C:3]([O:6][C:7]([N:9]1[C@H:14]2[C:15]([C:35]([O:37][CH2:38][CH3:39])=[O:36])=[C:16]([C:18]3[CH:23]=[CH:22][C:21]([O:24][CH2:25][CH2:26][O:27][Si](C(C)(C)C)(C)C)=[CH:20][CH:19]=3)[CH2:17][C@@H:10]1[CH2:11][N:12]([C:40]([O:42]C(C)(C)C)=O)[CH2:13]2)=[O:8])([CH3:5])[CH3:4].Cl.O1CCOC[CH2:51]1.CCN(C(C)C)C(C)C.C(Cl)(=O)C.